This data is from Catalyst prediction with 721,799 reactions and 888 catalyst types from USPTO. The task is: Predict which catalyst facilitates the given reaction. (1) Reactant: [Cl:1][C:2]1[CH:10]=[C:9]2[C:5]([C:6]([CH2:18][C:19]3[CH:24]=[CH:23][CH:22]=[C:21]([Cl:25])[CH:20]=3)([CH:12]3[CH2:17][CH2:16][CH2:15][NH:14][CH2:13]3)[C:7](=[O:11])[NH:8]2)=[CH:4][CH:3]=1.C(N(CC)CC)C.[N:33]([C:36]1[CH:41]=[CH:40][C:39]([OH:42])=[CH:38][CH:37]=1)=[C:34]=[O:35]. Product: [OH:42][C:39]1[CH:40]=[CH:41][C:36]([NH:33][C:34]([N:14]2[CH2:15][CH2:16][CH2:17][CH:12]([C:6]3([CH2:18][C:19]4[CH:24]=[CH:23][CH:22]=[C:21]([Cl:25])[CH:20]=4)[C:5]4[C:9](=[CH:10][C:2]([Cl:1])=[CH:3][CH:4]=4)[NH:8][C:7]3=[O:11])[CH2:13]2)=[O:35])=[CH:37][CH:38]=1. The catalyst class is: 426. (2) Reactant: [CH2:1]([O:8][N:9]1[C:15](=[O:16])[N:14]2[CH2:17][C@H:10]1[CH2:11][CH2:12][C@H:13]2[C:18]([OH:20])=O)[C:2]1[CH:7]=[CH:6][CH:5]=[CH:4][CH:3]=1.Cl.C(N=C=NCCCN(C)C)C.ON1C2C=CC=CC=2N=N1.[NH:43]([C:45](=[O:56])[CH2:46][CH2:47][NH:48][C:49](=[O:55])[O:50][C:51]([CH3:54])([CH3:53])[CH3:52])[NH2:44]. Product: [C:51]([O:50][C:49](=[O:55])[NH:48][CH2:47][CH2:46][C:45]([NH:43][NH:44][C:18]([C@@H:13]1[CH2:12][CH2:11][C@@H:10]2[CH2:17][N:14]1[C:15](=[O:16])[N:9]2[O:8][CH2:1][C:2]1[CH:3]=[CH:4][CH:5]=[CH:6][CH:7]=1)=[O:20])=[O:56])([CH3:54])([CH3:52])[CH3:53]. The catalyst class is: 347.